The task is: Predict which catalyst facilitates the given reaction.. This data is from Catalyst prediction with 721,799 reactions and 888 catalyst types from USPTO. (1) Reactant: C(O[BH-](OC(=O)C)OC(=O)C)(=O)C.[Na+].[ClH:15].[CH3:16][CH:17]([NH:19][C:20]1[C:25]([C:26]#[N:27])=[CH:24][C:23]([C:28]2[O:32][N:31]=[C:30]([C:33]3[CH:43]=[CH:42][C:36]4[CH2:37][CH2:38][NH:39][CH2:40][CH2:41][C:35]=4[C:34]=3[CH3:44])[N:29]=2)=[CH:22][N:21]=1)[CH3:18].[O:45]=[CH:46][C@H:47]([CH2:49]O)[OH:48].C(=O)([O-])O.[Na+]. Product: [ClH:15].[OH:48][C@@H:47]([CH2:46][OH:45])[CH2:49][N:39]1[CH2:38][CH2:37][C:36]2[CH:42]=[CH:43][C:33]([C:30]3[N:29]=[C:28]([C:23]4[CH:24]=[C:25]([C:26]#[N:27])[C:20]([NH:19][CH:17]([CH3:16])[CH3:18])=[N:21][CH:22]=4)[O:32][N:31]=3)=[C:34]([CH3:44])[C:35]=2[CH2:41][CH2:40]1. The catalyst class is: 61. (2) Reactant: [Br:1][C:2]1[CH:3]=[C:4]([SH:8])[CH:5]=[CH:6][CH:7]=1.Br[CH2:10][CH2:11][Cl:12].C([O-])([O-])=O.[K+].[K+]. Product: [Br:1][C:2]1[CH:3]=[C:4]([S:8][CH2:10][CH2:11][Cl:12])[CH:5]=[CH:6][CH:7]=1. The catalyst class is: 3. (3) Reactant: [CH2:1]([O:8][C:9]([NH:11][CH:12]([C:30]([O:32]C)=O)[CH2:13][C@H:14]1[N:18](C(OC(C)(C)C)=O)[C@H:17]([C:26]([O:28][CH3:29])=[O:27])[CH2:16][CH2:15]1)=[O:10])[C:2]1[CH:7]=[CH:6][CH:5]=[CH:4][CH:3]=1.C1(SC)C=CC=CC=1. Product: [CH2:1]([O:8][C:9]([NH:11][CH:12]1[CH2:13][C@H:14]2[N:18]([C@H:17]([C:26]([O:28][CH3:29])=[O:27])[CH2:16][CH2:15]2)[C:30]1=[O:32])=[O:10])[C:2]1[CH:3]=[CH:4][CH:5]=[CH:6][CH:7]=1. The catalyst class is: 55. (4) Reactant: C([O:3][CH:4](OCC)[CH2:5][C:6]1[C:7]([O:38][CH2:39][CH3:40])=[N:8][N:9]([C:32]2[CH:37]=[CH:36][CH:35]=[CH:34][CH:33]=2)[C:10]=1[NH:11][C:12]([NH:14][C@H:15]1[C@H:19]([C:20]2[CH:25]=[CH:24][C:23]([F:26])=[C:22]([F:27])[CH:21]=2)[CH2:18][N:17]([CH2:28][CH2:29][O:30][CH3:31])[CH2:16]1)=[O:13])C.O.Br. Product: [F:27][C:22]1[CH:21]=[C:20]([C@@H:19]2[CH2:18][N:17]([CH2:28][CH2:29][O:30][CH3:31])[CH2:16][C@H:15]2[NH:14][C:12]([NH:11][C:10]2[N:9]([C:32]3[CH:33]=[CH:34][CH:35]=[CH:36][CH:37]=3)[N:8]=[C:7]([O:38][CH2:39][CH3:40])[C:6]=2[CH2:5][CH:4]=[O:3])=[O:13])[CH:25]=[CH:24][C:23]=1[F:26]. The catalyst class is: 52. (5) Reactant: C(=O)([O-])[O-].[K+].[K+].[CH3:7][C:8]1[NH:12][C:11](=[O:13])[N:10]([C:14]2[CH:19]=[CH:18][C:17]([S:20][C:21]3[CH:22]=[C:23]([C:27]4([C:33]#[N:34])[CH2:32][CH2:31][O:30][CH2:29][CH2:28]4)[CH:24]=[CH:25][CH:26]=3)=[CH:16][CH:15]=2)[N:9]=1.[CH2:35](I)[CH3:36]. Product: [CH2:35]([N:12]1[C:11](=[O:13])[N:10]([C:14]2[CH:19]=[CH:18][C:17]([S:20][C:21]3[CH:22]=[C:23]([C:27]4([C:33]#[N:34])[CH2:32][CH2:31][O:30][CH2:29][CH2:28]4)[CH:24]=[CH:25][CH:26]=3)=[CH:16][CH:15]=2)[N:9]=[C:8]1[CH3:7])[CH3:36]. The catalyst class is: 9. (6) The catalyst class is: 172. Reactant: [CH3:1][O:2][C:3]1[N:8]=[C:7]2[C:9]([CH2:12][C:13]([O:15][CH2:16][CH3:17])=[O:14])=[CH:10][NH:11][C:6]2=[CH:5][CH:4]=1.C1C(=O)N([Br:25])C(=O)C1.C(N(CC)C(C)C)(C)C.[C:35](=O)([O:41][C:42]([CH3:45])([CH3:44])[CH3:43])[O:36]C(C)(C)C. Product: [Br:25][C:10]1[N:11]([C:35]([O:41][C:42]([CH3:45])([CH3:44])[CH3:43])=[O:36])[C:6]2[C:7](=[N:8][C:3]([O:2][CH3:1])=[CH:4][CH:5]=2)[C:9]=1[CH2:12][C:13]([O:15][CH2:16][CH3:17])=[O:14].